This data is from Forward reaction prediction with 1.9M reactions from USPTO patents (1976-2016). The task is: Predict the product of the given reaction. (1) Given the reactants [CH3:1][C:2]1[C:7]2[C:8]([O:10][C:11]3[C:12]([CH3:23])=[C:13]([O:21][CH3:22])[CH:14]=[C:15]([C:18]([OH:20])=[O:19])[C:16]=3[O:17][C:6]=2[C:5]([CH:24]=[O:25])=[C:4](O)[CH:3]=1)=[O:9].[C:27](O)(=[O:29])[CH3:28], predict the reaction product. The product is: [C:27]([C:4]1[CH:3]=[C:2]([CH3:1])[C:7]2[C:8](=[O:9])[O:10][C:11]3[C:12]([CH3:23])=[C:13]([O:21][CH3:22])[CH:14]=[C:15]([C:18]([OH:20])=[O:19])[C:16]=3[O:17][C:6]=2[C:5]=1[CH:24]=[O:25])(=[O:29])[CH3:28]. (2) Given the reactants [CH3:1][C:2]1[CH:6]=[CH:5][O:4][C:3]=1[C:7]([OH:9])=[O:8].[Li]CCCC.CN([CH:18]=[O:19])C, predict the reaction product. The product is: [CH:18]([C:5]1[O:4][C:3]([C:7]([OH:9])=[O:8])=[C:2]([CH3:1])[CH:6]=1)=[O:19]. (3) Given the reactants [Cl:1][C:2]1[CH:3]=[C:4]([C:8]2[N:9]([CH2:20][C:21]([NH:23][CH:24]([CH3:26])[CH3:25])=[O:22])[C:10](=[O:19])[C:11]3[C:16]([CH:17]=2)=[CH:15][CH:14]=[C:13]([OH:18])[CH:12]=3)[CH:5]=[CH:6][CH:7]=1.[F:27][C:28]([F:41])([F:40])[S:29](O[S:29]([C:28]([F:41])([F:40])[F:27])(=[O:31])=[O:30])(=[O:31])=[O:30], predict the reaction product. The product is: [Cl:1][C:2]1[CH:3]=[C:4]([C:8]2[N:9]([CH2:20][C:21](=[O:22])[NH:23][CH:24]([CH3:26])[CH3:25])[C:10](=[O:19])[C:11]3[C:16]([CH:17]=2)=[CH:15][CH:14]=[C:13]([O:18][S:29]([C:28]([F:41])([F:40])[F:27])(=[O:31])=[O:30])[CH:12]=3)[CH:5]=[CH:6][CH:7]=1.